From a dataset of Forward reaction prediction with 1.9M reactions from USPTO patents (1976-2016). Predict the product of the given reaction. (1) Given the reactants F[P-](F)(F)(F)(F)F.C[N+](C)=[C:10](N(C)C)[O:11][N:12]1[C:16]2N=CC=CC=2N=N1.[Cl:25][C:26]1[C:27]2[N:28]([N:42]=[CH:43][CH:44]=2)[C:29]([C:35]2[CH:40]=[CH:39][CH:38]=[C:37]([F:41])[CH:36]=2)=[C:30]([C:32](O)=[O:33])[CH:31]=1.C(N(CC)C(C)C)(C)C.Cl.CNOC, predict the reaction product. The product is: [Cl:25][C:26]1[C:27]2[N:28]([N:42]=[CH:43][CH:44]=2)[C:29]([C:35]2[CH:40]=[CH:39][CH:38]=[C:37]([F:41])[CH:36]=2)=[C:30]([C:32]([N:12]([O:11][CH3:10])[CH3:16])=[O:33])[CH:31]=1. (2) Given the reactants C(Cl)(=O)C.[CH3:5][C:6]1[C:7]([N:24]2[CH2:29][CH2:28][N:27]([CH3:30])[CH2:26][CH2:25]2)=[C:8]([CH2:15][NH:16]C(=O)OC(C)(C)C)[CH:9]=[C:10]([N+:12]([O-:14])=[O:13])[CH:11]=1, predict the reaction product. The product is: [CH3:5][C:6]1[C:7]([N:24]2[CH2:25][CH2:26][N:27]([CH3:30])[CH2:28][CH2:29]2)=[C:8]([CH2:15][NH2:16])[CH:9]=[C:10]([N+:12]([O-:14])=[O:13])[CH:11]=1. (3) Given the reactants [O:1]([C:8]1[CH:12]=[CH:11][S:10][C:9]=1[S:13](Cl)(=[O:15])=[O:14])[C:2]1[CH:7]=[CH:6][CH:5]=[CH:4][CH:3]=1.[NH2:17][C:18]1[O:22][N:21]=[C:20]([CH3:23])[C:19]=1[Br:24], predict the reaction product. The product is: [Br:24][C:19]1[C:20]([CH3:23])=[N:21][O:22][C:18]=1[NH:17][S:13]([C:9]1[S:10][CH:11]=[CH:12][C:8]=1[O:1][C:2]1[CH:7]=[CH:6][CH:5]=[CH:4][CH:3]=1)(=[O:15])=[O:14]. (4) Given the reactants Cl[C:2]1[C:11]([N:12]([CH:14]([CH3:16])[CH3:15])[CH3:13])=[N:10][C:9]2[C:4](=[CH:5][CH:6]=[C:7]([C:17]([O:19][CH3:20])=[O:18])[CH:8]=2)[N:3]=1.CC1(C)C(C)(C)OB([C:29]2[CH:33]=[C:32]([C:34]3[CH:39]=[CH:38][CH:37]=[CH:36][CH:35]=3)OC=2)O1.[C:41]([O-])([O-])=[O:42].[Na+].[Na+], predict the reaction product. The product is: [CH:14]([N:12]([CH3:13])[C:11]1[C:2]([C:29]2[O:42][CH:41]=[C:32]([C:34]3[CH:35]=[CH:36][CH:37]=[CH:38][CH:39]=3)[CH:33]=2)=[N:3][C:4]2[C:9]([N:10]=1)=[CH:8][C:7]([C:17]([O:19][CH3:20])=[O:18])=[CH:6][CH:5]=2)([CH3:16])[CH3:15]. (5) Given the reactants [Cl:1][C:2]1[CH:22]=[C:21]([N+:23]([O-])=O)[CH:20]=[CH:19][C:3]=1[O:4][C:5]1[CH:6]=[C:7]([CH:16]=[CH:17][CH:18]=1)[C:8]([NH:10][CH2:11][C:12]([OH:15])([CH3:14])[CH3:13])=[O:9].[Cl-].[Ca+2].[Cl-], predict the reaction product. The product is: [NH2:23][C:21]1[CH:20]=[CH:19][C:3]([O:4][C:5]2[CH:6]=[C:7]([CH:16]=[CH:17][CH:18]=2)[C:8]([NH:10][CH2:11][C:12]([OH:15])([CH3:14])[CH3:13])=[O:9])=[C:2]([Cl:1])[CH:22]=1.